The task is: Predict which catalyst facilitates the given reaction.. This data is from Catalyst prediction with 721,799 reactions and 888 catalyst types from USPTO. (1) Reactant: N[C:2]1[CH:30]=[CH:29][C:5]([O:6][C:7]2[CH:12]=[CH:11][N:10]=[C:9]([NH:13][C:14]([CH:16]3[CH2:21][CH2:20][N:19]([C:22]([O:24][C:25]([CH3:28])([CH3:27])[CH3:26])=[O:23])[CH2:18][CH2:17]3)=[O:15])[CH:8]=2)=[C:4]([F:31])[CH:3]=1.[C:32]1([CH2:38][C:39]([N:41]=[C:42]=[O:43])=[O:40])[CH:37]=[CH:36][CH:35]=[CH:34][CH:33]=1.[NH2:44][C@H](C(O)=O)CC1C=CC(O)=CC=1. Product: [F:31][C:4]1[C:3]([NH:44][C:42]([NH:41][C:39](=[O:40])[CH2:38][C:32]2[CH:37]=[CH:36][CH:35]=[CH:34][CH:33]=2)=[O:43])=[CH:2][CH:30]=[CH:29][C:5]=1[O:6][C:7]1[CH:12]=[CH:11][N:10]=[C:9]([NH:13][C:14]([CH:16]2[CH2:17][CH2:18][N:19]([C:22]([O:24][C:25]([CH3:28])([CH3:26])[CH3:27])=[O:23])[CH2:20][CH2:21]2)=[O:15])[CH:8]=1. The catalyst class is: 7. (2) Reactant: [F:1][C:2]1[CH:7]=[CH:6][CH:5]=[C:4]([CH3:8])[C:3]=1[N+:9]([O-:11])=[O:10].OS(O)(=O)=O.C1C(=O)N([Br:24])C(=O)C1. Product: [Br:24][C:5]1[CH:6]=[CH:7][C:2]([F:1])=[C:3]([N+:9]([O-:11])=[O:10])[C:4]=1[CH3:8]. The catalyst class is: 67. (3) Reactant: [N+:1]([C:4]1[CH:5]=[C:6]([OH:10])[CH:7]=[CH:8][CH:9]=1)([O-:3])=[O:2].Cl[C:12]1[N:17]=[CH:16][CH:15]=[CH:14][N:13]=1.C(=O)([O-])[O-].[K+].[K+].C(OCC)(=O)C. Product: [N+:1]([C:4]1[CH:5]=[C:6]([CH:7]=[CH:8][CH:9]=1)[O:10][C:12]1[N:17]=[CH:16][CH:15]=[CH:14][N:13]=1)([O-:3])=[O:2]. The catalyst class is: 58. (4) Reactant: [CH:1]1([N:4]([CH3:12])[C:5]([C@H:7]2[CH2:11][CH2:10][CH2:9][NH:8]2)=O)[CH2:3][CH2:2]1.B.Cl. Product: [CH:1]1([N:4]([CH3:12])[CH2:5][C@H:7]2[CH2:11][CH2:10][CH2:9][NH:8]2)[CH2:3][CH2:2]1. The catalyst class is: 1.